This data is from Forward reaction prediction with 1.9M reactions from USPTO patents (1976-2016). The task is: Predict the product of the given reaction. Given the reactants CC[C@@H]([C@H](NC([C@@H](N[C:149]([C@@H:151]([NH2:159])[CH2:152][CH2:153][CH2:154][NH:155][C:156]([NH2:158])=[NH:157])=[O:150])CCC(N)=O)=O)C(N[C@H](C(N[C@H](C(N[C@H](C(N[C@H](C(N[C@H](C(N[C@H](C(N[C@H](C(N[C@H](C(N[C@H](C(N[C@H](C(N[C@H](C(N[C@H](C(N[C@H](C(O)=O)CCCCN)=O)CCCCN)=O)CC1C2C(=CC=CC=2)NC=1)=O)CCCCN)=O)CCSC)=O)CCCNC(N)=N)=O)CCCNC(N)=N)=O)CC(N)=O)=O)CCC(N)=O)=O)CC1C=CC=CC=1)=O)CC1C2C(=CC=CC=2)NC=1)=O)[C@H](CC)C)=O)CCCCN)=O)C.N[C@H](C(O)=[O:170])CCCNC(=N)N.CN(C(ON1N=NC2C=CC=NC1=2)=[N+](C)C)C.F[P-](F)(F)(F)(F)F.C1C=CC(C(O)=O)=C(C2C3C=CC(O)=CC=3OC3C=2C=CC(C=3)=O)C=1.NC(CCCC)C(O)=O.C1C(N=C=S)=CC2C(OC3(C4C=CC(O)=CC=4OC4C=C(O)C=CC3=4)C=2C=1)=O.CCN(C(C)C)C(C)C.C(O)(C(F)(F)F)=O.C([SiH](C(C)C)C(C)C)(C)C, predict the reaction product. The product is: [NH2:159][C@@H:151]([C:149]([OH:170])=[O:150])[CH2:152][CH2:153][CH2:154][NH:155][C:156](=[NH:157])[NH2:158].